From a dataset of Reaction yield outcomes from USPTO patents with 853,638 reactions. Predict the reaction yield, written as a fraction of the theoretical maximum amount of product (1.0 means a 100% yield; for example, 0.34 means a 34% yield). (1) The reactants are Cl[C:2]1[CH:3]=[CH:4][C:5]2[NH:6][C:7]([CH3:21])([CH3:20])[N:8]3[C:16]4[CH:15]=[CH:14][CH:13]=[C:12]([F:17])[C:11]=4[CH:10]=[C:9]3[C:18]=2[N:19]=1.[F:22][C:23]1[CH:28]=[CH:27][C:26]([C:29]2[O:30][C:31]3[CH:41]=[C:40]([N:42]([CH3:47])[S:43]([CH3:46])(=[O:45])=[O:44])[C:39](B4OC(C)(C)C(C)(C)O4)=[CH:38][C:32]=3[C:33]=2[C:34]([NH:36][CH3:37])=[O:35])=[CH:25][CH:24]=1.C([O-])([O-])=O.[Cs+].[Cs+]. The catalyst is O1CCOCC1.O.[Pd](Cl)Cl.C(P(C(C)(C)C)[C-]1C=CC=C1)(C)(C)C.[C-]1(P(C(C)(C)C)C(C)(C)C)C=CC=C1.[Fe+2]. The product is [F:17][C:12]1[C:11]2[CH:10]=[C:9]3[C:18]4[N:19]=[C:2]([C:39]5[C:40]([N:42]([CH3:47])[S:43]([CH3:46])(=[O:45])=[O:44])=[CH:41][C:31]6[O:30][C:29]([C:26]7[CH:27]=[CH:28][C:23]([F:22])=[CH:24][CH:25]=7)=[C:33]([C:34]([NH:36][CH3:37])=[O:35])[C:32]=6[CH:38]=5)[CH:3]=[CH:4][C:5]=4[NH:6][C:7]([CH3:21])([CH3:20])[N:8]3[C:16]=2[CH:15]=[CH:14][CH:13]=1. The yield is 0.740. (2) The product is [CH3:1][C:2]1([CH3:14])[O:11][C:10]2[C:5](=[N:6][C:7]([CH2:12][NH:15][C:16]3[CH:21]=[CH:20][CH:19]=[CH:18][CH:17]=3)=[CH:8][CH:9]=2)[CH:4]=[CH:3]1. The catalyst is CO.[Cl-].[Zn+2].[Cl-]. The yield is 0.480. The reactants are [CH3:1][C:2]1([CH3:14])[O:11][C:10]2[C:5](=[N:6][C:7]([CH:12]=O)=[CH:8][CH:9]=2)[CH:4]=[CH:3]1.[NH2:15][C:16]1[CH:21]=[CH:20][CH:19]=[CH:18][CH:17]=1.[BH3-]C#N.[Na+]. (3) The yield is 0.840. The catalyst is O. The reactants are [C:1](C1NC=CN=1)(C1NC=CN=1)=[O:2].C1COCC1.[Br:18][C:19]1[C:20]([NH:25][NH2:26])=[N:21][CH:22]=[CH:23][CH:24]=1. The product is [Br:18][C:19]1[C:20]2[N:21]([C:1](=[O:2])[NH:26][N:25]=2)[CH:22]=[CH:23][CH:24]=1. (4) The reactants are [CH:1]([O:4][C:5]1[CH:30]=[CH:29][C:8]([C:9]([C:11]2[CH:16]=[CH:15][CH:14]=[C:13]([C:17](=O)[C:18]3[CH:23]=[CH:22][C:21]([O:24][CH:25]([CH3:27])[CH3:26])=[CH:20][CH:19]=3)[CH:12]=2)=[O:10])=[CH:7][CH:6]=1)([CH3:3])[CH3:2].[NH2:31][NH:32][C:33]([NH2:35])=[S:34].C1(C)C=CC(S(O)(=O)=O)=CC=1. The catalyst is CO. The product is [CH:1]([O:4][C:5]1[CH:30]=[CH:29][C:8]([C:9]([C:11]2[CH:16]=[CH:15][CH:14]=[C:13]([C:17](=[N:31][NH:32][C:33]([NH2:35])=[S:34])[C:18]3[CH:23]=[CH:22][C:21]([O:24][CH:25]([CH3:27])[CH3:26])=[CH:20][CH:19]=3)[CH:12]=2)=[O:10])=[CH:7][CH:6]=1)([CH3:3])[CH3:2]. The yield is 0.270. (5) The reactants are [Br:1][C:2]1[C:6]2[C:7]3[N:8]([CH:11]=[N:12][N:13]=3)C=[N:10][C:5]=2[S:4][CH:3]=1.CNCCN. The catalyst is CO.[Cl-].[NH4+]. The product is [Br:1][C:2]1[C:6]([C:7]2[NH:8][CH:11]=[N:12][N:13]=2)=[C:5]([NH2:10])[S:4][CH:3]=1. The yield is 0.990. (6) The reactants are [CH3:1][C:2]1[N:3]=[CH:4][NH:5][CH:6]=1.[CH2:7]([O:9][C:10]1[CH:11]=[C:12]([CH:15]=[CH:16][C:17]=1F)[CH:13]=[O:14])[CH3:8]. The catalyst is CN(C=O)C. The product is [CH2:7]([O:9][C:10]1[CH:11]=[C:12]([CH:15]=[CH:16][C:17]=1[N:5]1[CH:6]=[C:2]([CH3:1])[N:3]=[CH:4]1)[CH:13]=[O:14])[CH3:8]. The yield is 0.180. (7) The reactants are [S:1]1[CH:5]=[CH:4][C:3]([CH2:6][OH:7])=[CH:2]1.N1C=CN=C1.[C:13]([Si:17](Cl)([C:24]1[CH:29]=[CH:28][CH:27]=[CH:26][CH:25]=1)[C:18]1[CH:23]=[CH:22][CH:21]=[CH:20][CH:19]=1)([CH3:16])([CH3:15])[CH3:14]. The catalyst is CN(C=O)C. The product is [C:13]([Si:17]([C:24]1[CH:29]=[CH:28][CH:27]=[CH:26][CH:25]=1)([C:18]1[CH:19]=[CH:20][CH:21]=[CH:22][CH:23]=1)[O:7][CH2:6][C:3]1[CH:4]=[CH:5][S:1][CH:2]=1)([CH3:16])([CH3:14])[CH3:15]. The yield is 0.960. (8) The reactants are [OH:1][C:2]1[C:11]2[C:6](=[CH:7][CH:8]=[CH:9][CH:10]=2)[N:5]([NH:12][CH2:13][CH2:14][CH3:15])[C:4](=[O:16])[C:3]=1[C:17]1[NH:22][C:21]2[CH:23]=[CH:24][C:25]([OH:27])=[CH:26][C:20]=2[S:19](=[O:29])(=[O:28])[N:18]=1.C(=O)([O-])[O-].[Cs+].[Cs+].Br[CH2:37][C:38]([NH2:40])=[O:39]. The catalyst is CN(C)C=O.[I-].C([N+](CCCC)(CCCC)CCCC)CCC. The product is [OH:1][C:2]1[C:11]2[C:6](=[CH:7][CH:8]=[CH:9][CH:10]=2)[N:5]([NH:12][CH2:13][CH2:14][CH3:15])[C:4](=[O:16])[C:3]=1[C:17]1[NH:22][C:21]2[CH:23]=[CH:24][C:25]([O:27][CH2:37][C:38]([NH2:40])=[O:39])=[CH:26][C:20]=2[S:19](=[O:28])(=[O:29])[N:18]=1. The yield is 0.370. (9) The reactants are [OH:1]O.[NH:3]1[C:14]2[C:6](=[CH:7][C:8]3[CH2:9][CH2:10][CH2:11][C:12]=3[CH:13]=2)[C:5](=[O:15])C1=O.Cl. The catalyst is [OH-].[Na+]. The product is [NH2:3][C:14]1[CH:13]=[C:12]2[C:8]([CH2:9][CH2:10][CH2:11]2)=[CH:7][C:6]=1[C:5]([OH:15])=[O:1]. The yield is 0.860.